This data is from Reaction yield outcomes from USPTO patents with 853,638 reactions. The task is: Predict the reaction yield, written as a fraction of the theoretical maximum amount of product (1.0 means a 100% yield; for example, 0.34 means a 34% yield). (1) The reactants are O1CCCCC1[N:7]1[C:15]2[C:10](=[CH:11][C:12]([C:16]3[N:20]=[CH:19][N:18](C(C4C=CC=CC=4)(C4C=CC=CC=4)C4C=CC=CC=4)[N:17]=3)=[CH:13][CH:14]=2)[C:9]([C:40]2[CH:41]=[C:42]([C:46]([NH:48][CH2:49][C:50]3[CH:55]=[CH:54][CH:53]=[CH:52][CH:51]=3)=[O:47])[CH:43]=[CH:44][CH:45]=2)=[N:8]1.Cl.[OH-].[Na+]. The catalyst is O1CCOCC1. The product is [NH:17]1[C:16]([C:12]2[CH:11]=[C:10]3[C:15](=[CH:14][CH:13]=2)[NH:7][N:8]=[C:9]3[C:40]2[CH:41]=[C:42]([C:46]([NH:48][CH2:49][C:50]3[CH:55]=[CH:54][CH:53]=[CH:52][CH:51]=3)=[O:47])[CH:43]=[CH:44][CH:45]=2)=[N:20][CH:19]=[N:18]1. The yield is 0.180. (2) The reactants are [NH2:1][C:2]([C@@H:4]1[CH2:8][CH2:7][C@H:6]([C:9]2[CH:14]=[CH:13][C:12]([O:15]CC3C=CC=CC=3)=[CH:11][CH:10]=2)[N:5]1[C:23]([O:25][C:26]([CH3:29])([CH3:28])[CH3:27])=[O:24])=[O:3]. The catalyst is CO.[Pd]. The product is [NH2:1][C:2]([C@@H:4]1[CH2:8][CH2:7][C@H:6]([C:9]2[CH:14]=[CH:13][C:12]([OH:15])=[CH:11][CH:10]=2)[N:5]1[C:23]([O:25][C:26]([CH3:29])([CH3:28])[CH3:27])=[O:24])=[O:3]. The yield is 0.940. (3) The reactants are Cl[C:2]1[CH:11]=[CH:10][C:9]2[C:4](=[CH:5][CH:6]=[C:7]([N+:12]([O-:14])=[O:13])[CH:8]=2)[N:3]=1.[CH3:15][O:16][CH2:17][CH2:18][O:19][C:20]1[C:25]2[CH:26]([NH2:29])[CH2:27][O:28][C:24]=2[CH:23]=[CH:22][CH:21]=1.C(N(C(C)C)C(C)C)C. The catalyst is CN1CCCC1=O. The product is [CH3:15][O:16][CH2:17][CH2:18][O:19][C:20]1[C:25]2[CH:26]([NH:29][C:2]3[CH:11]=[CH:10][C:9]4[C:4](=[CH:5][CH:6]=[C:7]([N+:12]([O-:14])=[O:13])[CH:8]=4)[N:3]=3)[CH2:27][O:28][C:24]=2[CH:23]=[CH:22][CH:21]=1. The yield is 0.650.